This data is from Full USPTO retrosynthesis dataset with 1.9M reactions from patents (1976-2016). The task is: Predict the reactants needed to synthesize the given product. (1) Given the product [C:3]([C:5]([CH3:50])([CH3:49])[CH2:6][C@H:7]1[CH2:12][C@H:11]([C:13]2[CH:14]=[CH:15][C:16]([CH2:19][O:20][CH2:21][CH2:22][O:23][CH3:24])=[CH:17][CH:18]=2)[C@@H:10]([O:25][CH2:26][C:27]2[CH:28]=[CH:29][C:30]3[O:35][CH2:34][CH2:33][N:32]([CH2:36][CH2:37][CH2:38][O:39][CH3:40])[C:31]=3[CH:41]=2)[CH2:9][N:8]1[C:42]([O:44][C:45]([CH3:48])([CH3:47])[CH3:46])=[O:43])([OH:4])=[O:2], predict the reactants needed to synthesize it. The reactants are: C[O:2][C:3]([C:5]([CH3:50])([CH3:49])[CH2:6][C@H:7]1[CH2:12][C@H:11]([C:13]2[CH:18]=[CH:17][C:16]([CH2:19][O:20][CH2:21][CH2:22][O:23][CH3:24])=[CH:15][CH:14]=2)[C@@H:10]([O:25][CH2:26][C:27]2[CH:28]=[CH:29][C:30]3[O:35][CH2:34][CH2:33][N:32]([CH2:36][CH2:37][CH2:38][O:39][CH3:40])[C:31]=3[CH:41]=2)[CH2:9][N:8]1[C:42]([O:44][C:45]([CH3:48])([CH3:47])[CH3:46])=[O:43])=[O:4].[OH-].[Na+]. (2) Given the product [CH3:1][NH:2][C@H:3]([C:13]([NH:15][C@H:16]([C:21]([N:23]([C@@H:25]([CH:32]([CH3:34])[CH3:33])/[CH:26]=[C:27](\[CH3:28])/[C:29]([O:31][CH2:35][CH2:36][CH2:37][CH2:38][CH2:39][CH2:40][CH2:41][CH3:42])=[O:30])[CH3:24])=[O:22])[C:17]([CH3:20])([CH3:19])[CH3:18])=[O:14])[C:4]([CH3:11])([CH3:12])[C:5]1[CH:10]=[CH:9][CH:8]=[CH:7][CH:6]=1, predict the reactants needed to synthesize it. The reactants are: [CH3:1][NH:2][C@H:3]([C:13]([NH:15][C@H:16]([C:21]([N:23]([C@@H:25]([CH:32]([CH3:34])[CH3:33])/[CH:26]=[C:27](/[C:29]([OH:31])=[O:30])\[CH3:28])[CH3:24])=[O:22])[C:17]([CH3:20])([CH3:19])[CH3:18])=[O:14])[C:4]([CH3:12])([CH3:11])[C:5]1[CH:10]=[CH:9][CH:8]=[CH:7][CH:6]=1.[CH2:35](O)[CH2:36][CH2:37][CH2:38][CH2:39][CH2:40][CH2:41][CH3:42]. (3) Given the product [Br:1][C:2]1[CH:7]=[CH:6][C:5]([C:8]2[S:12][C:11]3=[N:13][C:14](=[O:19])[CH2:15][CH2:16][CH2:17][N:10]3[N:9]=2)=[CH:4][CH:3]=1, predict the reactants needed to synthesize it. The reactants are: [Br:1][C:2]1[CH:7]=[CH:6][C:5]([C:8]2[S:12][C:11]([NH:13][C:14](=[O:19])[CH2:15][CH2:16][CH2:17]Cl)=[N:10][N:9]=2)=[CH:4][CH:3]=1.N1CCCCC1.O. (4) Given the product [CH2:14]([O:15][C:16](=[O:17])[CH2:18][C:21]([OH:22])([C:23]1[S:27][C:26]([SH:28])=[N:25][CH:24]=1)[C:20]([F:29])([F:19])[F:30])[CH3:13], predict the reactants needed to synthesize it. The reactants are: N(C(C)C)C(C)C.C([Li])CCC.[CH3:13][CH2:14][O:15][C:16]([CH3:18])=[O:17].[F:19][C:20]([F:30])([F:29])[C:21]([C:23]1[S:27][C:26]([SH:28])=[N:25][CH:24]=1)=[O:22]. (5) Given the product [ClH:1].[CH3:8][O:9][C:10]1[CH:11]=[C:12]([CH:39]=[CH:40][CH:41]=1)[C:13]([NH:15][CH:16]1[CH2:21][CH2:20][N:19]([CH2:22][C:23]2[CH:32]=[CH:31][C:30]3[C:25](=[CH:26][C:27]([CH2:33][O:34][CH2:35][CH2:36][O:37][CH3:38])=[CH:28][CH:29]=3)[CH:24]=2)[CH2:18][CH2:17]1)=[O:14], predict the reactants needed to synthesize it. The reactants are: [ClH:1].CCOC(C)=O.[CH3:8][O:9][C:10]1[CH:11]=[C:12]([CH:39]=[CH:40][CH:41]=1)[C:13]([NH:15][CH:16]1[CH2:21][CH2:20][N:19]([CH2:22][C:23]2[CH:32]=[CH:31][C:30]3[C:25](=[CH:26][C:27]([CH2:33][O:34][CH2:35][CH2:36][O:37][CH3:38])=[CH:28][CH:29]=3)[CH:24]=2)[CH2:18][CH2:17]1)=[O:14]. (6) The reactants are: Br[C:2]1[CH:3]=[C:4]([CH:35]=[CH:36][CH:37]=1)[C:5]([CH3:34])([CH3:33])[C@@H:6]([C:9]([NH:11][C@H:12]([C:17]([N:19]([C@@H:21]([CH:30]([CH3:32])[CH3:31])/[CH:22]=[C:23](\[CH3:29])/[C:24]([O:26][CH2:27][CH3:28])=[O:25])[CH3:20])=[O:18])[C:13]([CH3:16])([CH3:15])[CH3:14])=[O:10])[NH:7][CH3:8].Br[C:39]1[CH:40]=[C:41]([CH:72]=[CH:73][CH:74]=1)[C:42]([CH3:71])([CH3:70])[C@H:43]([C:46]([NH:48][C@H:49]([C:54]([N:56]([C@@H:58]([CH:67]([CH3:69])[CH3:68])/[CH:59]=[C:60](\[CH3:66])/[C:61]([O:63][CH2:64][CH3:65])=[O:62])[CH3:57])=[O:55])[C:50]([CH3:53])([CH3:52])[CH3:51])=[O:47])[NH:44][CH3:45].[C:75]1(B(O)O)[CH:80]=[CH:79][CH:78]=[CH:77][CH:76]=1.C(=O)([O-])[O-].[Na+].[Na+]. Given the product [C:39]1([C:2]2[CH:3]=[C:4]([CH:35]=[CH:36][CH:37]=2)[C:5]([CH3:34])([CH3:33])[C@@H:6]([C:9]([NH:11][C@H:12]([C:17]([N:19]([C@@H:21]([CH:30]([CH3:32])[CH3:31])/[CH:22]=[C:23](\[CH3:29])/[C:24]([O:26][CH2:27][CH3:28])=[O:25])[CH3:20])=[O:18])[C:13]([CH3:14])([CH3:15])[CH3:16])=[O:10])[NH:7][CH3:8])[CH:40]=[CH:41][CH:72]=[CH:73][CH:74]=1.[C:75]1([C:39]2[CH:40]=[C:41]([CH:72]=[CH:73][CH:74]=2)[C:42]([CH3:71])([CH3:70])[C@H:43]([C:46]([NH:48][C@H:49]([C:54]([N:56]([C@@H:58]([CH:67]([CH3:69])[CH3:68])/[CH:59]=[C:60](\[CH3:66])/[C:61]([O:63][CH2:64][CH3:65])=[O:62])[CH3:57])=[O:55])[C:50]([CH3:51])([CH3:52])[CH3:53])=[O:47])[NH:44][CH3:45])[CH:80]=[CH:79][CH:78]=[CH:77][CH:76]=1, predict the reactants needed to synthesize it.